From a dataset of HIV replication inhibition screening data with 41,000+ compounds from the AIDS Antiviral Screen. Binary Classification. Given a drug SMILES string, predict its activity (active/inactive) in a high-throughput screening assay against a specified biological target. (1) The compound is C=CCOc1ccc(C2(c3ccc(OCC=C)cc3)C(=O)Nc3ccccc32)cc1. The result is 0 (inactive). (2) The molecule is CCOC(=O)c1cc(-c2ccc(OC)cc2)c([N+](=O)[O-])[nH]1. The result is 0 (inactive).